Dataset: Full USPTO retrosynthesis dataset with 1.9M reactions from patents (1976-2016). Task: Predict the reactants needed to synthesize the given product. (1) Given the product [CH3:27][S:28]([NH:1][C:2]1[CH:19]=[CH:18][C:5]2[N:6]=[C:7]([CH:12]3[CH2:17][CH2:16][CH2:15][CH2:14][CH2:13]3)[NH:8][S:9](=[O:11])(=[O:10])[C:4]=2[CH:3]=1)(=[O:30])=[O:29], predict the reactants needed to synthesize it. The reactants are: [NH2:1][C:2]1[CH:19]=[CH:18][C:5]2[N:6]=[C:7]([CH:12]3[CH2:17][CH2:16][CH2:15][CH2:14][CH2:13]3)[NH:8][S:9](=[O:11])(=[O:10])[C:4]=2[CH:3]=1.C(N(CC)CC)C.[CH3:27][S:28](Cl)(=[O:30])=[O:29]. (2) The reactants are: [CH3:1][O:2][C:3](=[O:40])[NH:4][C:5]1[CH:10]=[C:9]([C:11]2[CH:19]=[CH:18][CH:17]=[C:16]3[C:12]=2[CH:13]=[CH:14][N:15]3[Si:20]([CH:27]([CH3:29])[CH3:28])([CH:24]([CH3:26])[CH3:25])[CH:21]([CH3:23])[CH3:22])[CH:8]=[C:7]([C:30]([C:32]2[CH:37]=[C:36]([CH3:38])[N:35]=[C:34](Cl)[CH:33]=2)=[O:31])[CH:6]=1.[C:41](=O)([O-])[O-].[K+].[K+].CB(O)O. Given the product [CH3:1][O:2][C:3](=[O:40])[NH:4][C:5]1[CH:10]=[C:9]([C:11]2[CH:19]=[CH:18][CH:17]=[C:16]3[C:12]=2[CH:13]=[CH:14][N:15]3[Si:20]([CH:27]([CH3:29])[CH3:28])([CH:24]([CH3:26])[CH3:25])[CH:21]([CH3:23])[CH3:22])[CH:8]=[C:7]([C:30]([C:32]2[CH:37]=[C:36]([CH3:38])[N:35]=[C:34]([CH3:41])[CH:33]=2)=[O:31])[CH:6]=1, predict the reactants needed to synthesize it. (3) Given the product [Cl:1][CH2:2][CH2:3][O:4][C:5]1[CH:10]=[C:9]([F:11])[CH:8]=[C:7]2[C:6]=1[NH:26][N:28]=[C:12]2[S:13]([C:16]1[C:25]2[C:20](=[CH:21][CH:22]=[CH:23][CH:24]=2)[CH:19]=[CH:18][CH:17]=1)(=[O:14])=[O:15], predict the reactants needed to synthesize it. The reactants are: [Cl:1][CH2:2][CH2:3][O:4][C:5]1[CH:10]=[C:9]([F:11])[CH:8]=[C:7]([CH2:12][S:13]([C:16]2[C:25]3[C:20](=[CH:21][CH:22]=[CH:23][CH:24]=3)[CH:19]=[CH:18][CH:17]=2)(=[O:15])=[O:14])[C:6]=1[NH2:26].Cl.[N:28]([O-])=O.[Na+].C(=O)(O)[O-].[Na+]. (4) Given the product [C:59]([O:58][C:57](=[O:63])[NH:56][C@@H:49]1[CH2:50][CH2:51][CH2:52][C:53]([F:55])([F:54])[C@@H:48]1[NH:47][C:8]([C:6]1[S:7][C:3]([CH:1]=[CH2:2])=[C:4]([C:11]2[N:15]3[N:16]=[CH:17][CH:18]=[CH:19][C:14]3=[N:13][CH:12]=2)[CH:5]=1)=[O:10])([CH3:62])([CH3:60])[CH3:61], predict the reactants needed to synthesize it. The reactants are: [CH:1]([C:3]1[S:7][C:6]([C:8]([OH:10])=O)=[CH:5][C:4]=1[C:11]1[N:15]2[N:16]=[CH:17][CH:18]=[CH:19][C:14]2=[N:13][CH:12]=1)=[CH2:2].F[P-](F)(F)(F)(F)F.N1(O[P+](N(C)C)(N(C)C)N(C)C)C2C=CC=CC=2N=N1.[NH2:47][C@H:48]1[C:53]([F:55])([F:54])[CH2:52][CH2:51][CH2:50][C@H:49]1[NH:56][C:57](=[O:63])[O:58][C:59]([CH3:62])([CH3:61])[CH3:60].C(N(C(C)C)CC)(C)C. (5) Given the product [Br:1][C:2]1[CH:3]=[C:4]([S:15][C:16]2[CH:17]=[C:18]([CH:22]=[CH:23][CH:24]=2)[C:19]([NH2:27])=[O:20])[C:5]([NH:8][C:9]2[S:10][CH:11]=[C:12]([CH3:14])[N:13]=2)=[N:6][CH:7]=1, predict the reactants needed to synthesize it. The reactants are: [Br:1][C:2]1[CH:3]=[C:4]([S:15][C:16]2[CH:17]=[C:18]([CH:22]=[CH:23][CH:24]=2)[C:19](O)=[O:20])[C:5]([NH:8][C:9]2[S:10][CH:11]=[C:12]([CH3:14])[N:13]=2)=[N:6][CH:7]=1.Cl.C[N:27](C)CCCN=C=NCC.[NH4+].[Cl-].C1C=CC2N(O)N=NC=2C=1.O.C(N(CC)CC)C.